Dataset: hERG Central: cardiac toxicity at 1µM, 10µM, and general inhibition. Task: Predict hERG channel inhibition at various concentrations. The molecule is CC(C)Oc1ccc(N2CC(C(=O)Nc3ccccc3C(=O)NC3CC3)CC2=O)cc1. Results: hERG_inhib (hERG inhibition (general)): blocker.